Dataset: Forward reaction prediction with 1.9M reactions from USPTO patents (1976-2016). Task: Predict the product of the given reaction. (1) The product is: [CH2:32]([NH:31][C:29]([NH:28][C:16]1[N:15]=[CH:14][C:13]([C:9]2[CH:10]=[N:11][CH:12]=[C:7]([C:5]3[NH:1][C:2](=[O:6])[NH:3][N:4]=3)[CH:8]=2)=[C:18]([C:19]2[S:20][CH:21]=[C:22]([C:24]([F:27])([F:25])[F:26])[N:23]=2)[CH:17]=1)=[O:30])[CH3:33]. Given the reactants [NH2:1][C:2]1[O:6][C:5]([C:7]2[CH:8]=[C:9]([C:13]3[CH:14]=[N:15][C:16]([NH:28][C:29]([NH:31][CH2:32][CH3:33])=[O:30])=[CH:17][C:18]=3[C:19]3[S:20][CH:21]=[C:22]([C:24]([F:27])([F:26])[F:25])[N:23]=3)[CH:10]=[N:11][CH:12]=2)=[N:4][N:3]=1.[OH-].[K+], predict the reaction product. (2) Given the reactants [Cl:1][C:2]1[CH:7]=[CH:6][CH:5]=[CH:4][C:3]=1[C:8](=[O:10])[CH3:9].B1(C)OC(C2C=CC=CC=2)(C2C=CC=CC=2)[C@H]2N1CCC2.CSC.B.CO, predict the reaction product. The product is: [Cl:1][C:2]1[CH:7]=[CH:6][CH:5]=[CH:4][C:3]=1[C@H:8]([OH:10])[CH3:9]. (3) Given the reactants [Cl:1][C:2]1[N:3]=[C:4]([N:11]2[CH2:16][CH2:15][O:14][CH2:13][CH2:12]2)[C:5]2[CH:10]=[CH:9][NH:8][C:6]=2[N:7]=1.[F:17][C:18]([F:22])([F:21])[CH2:19]I.C([O-])([O-])=O.[Cs+].[Cs+], predict the reaction product. The product is: [Cl:1][C:2]1[N:3]=[C:4]([N:11]2[CH2:16][CH2:15][O:14][CH2:13][CH2:12]2)[C:5]2[CH:10]=[CH:9][N:8]([CH2:19][C:18]([F:22])([F:21])[F:17])[C:6]=2[N:7]=1. (4) Given the reactants C(O)(C(F)(F)F)=O.Cl[C:9]1[C:18]2[C:13](=[CH:14][CH:15]=[CH:16][CH:17]=2)[N:12]=[CH:11][CH:10]=1.[NH2:19][C:20]1[CH:25]=[CH:24][C:23]([OH:26])=[C:22]([N+:27]([O-:29])=[O:28])[CH:21]=1, predict the reaction product. The product is: [N+:27]([C:22]1[CH:21]=[C:20]([NH:19][C:9]2[C:18]3[C:13](=[CH:14][CH:15]=[CH:16][CH:17]=3)[N:12]=[CH:11][CH:10]=2)[CH:25]=[CH:24][C:23]=1[OH:26])([O-:29])=[O:28]. (5) Given the reactants [C:1]1([C:11](=[O:13])[CH3:12])[C:10]2[C:5](=[CH:6][CH:7]=[CH:8][CH:9]=2)[CH:4]=[CH:3][CH:2]=1.[Br:14]Br, predict the reaction product. The product is: [Br:14][CH2:12][C:11]([C:1]1[C:10]2[C:5](=[CH:6][CH:7]=[CH:8][CH:9]=2)[CH:4]=[CH:3][CH:2]=1)=[O:13].